Dataset: Forward reaction prediction with 1.9M reactions from USPTO patents (1976-2016). Task: Predict the product of the given reaction. (1) Given the reactants [Br:1][C:2]1[C:3]([OH:16])=[CH:4][C:5]2[C:6]([CH3:15])([CH3:14])[CH2:7][CH2:8][C:9]([CH3:13])([CH3:12])[C:10]=2[CH:11]=1.[CH3:17]N(C=O)C.[H-].[Na+].IC, predict the reaction product. The product is: [Br:1][C:2]1[C:3]([O:16][CH3:17])=[CH:4][C:5]2[C:6]([CH3:15])([CH3:14])[CH2:7][CH2:8][C:9]([CH3:12])([CH3:13])[C:10]=2[CH:11]=1. (2) Given the reactants [OH:1][CH:2]([CH:4]([CH2:9][CH2:10][CH2:11][CH:12]=[CH2:13])[C:5]([O:7]C)=[O:6])[CH3:3].[OH-].[Na+], predict the reaction product. The product is: [OH:1][CH:2]([CH:4]([CH2:9][CH2:10][CH2:11][CH:12]=[CH2:13])[C:5]([OH:7])=[O:6])[CH3:3]. (3) The product is: [OH:30][CH2:29][C:28]([NH:27][C:14]([C:13]1[C:9]([C:7]2[S:6][C:5]3[CH:25]=[CH:26][C:2]([CH3:1])=[CH:3][C:4]=3[CH:8]=2)=[N:10][N:11]([CH2:17][O:18][CH2:19][CH2:20][Si:21]([CH3:24])([CH3:22])[CH3:23])[CH:12]=1)=[O:15])([CH3:32])[CH3:31]. Given the reactants [CH3:1][C:2]1[CH:26]=[CH:25][C:5]2[S:6][C:7]([C:9]3[C:13]([C:14](O)=[O:15])=[CH:12][N:11]([CH2:17][O:18][CH2:19][CH2:20][Si:21]([CH3:24])([CH3:23])[CH3:22])[N:10]=3)=[CH:8][C:4]=2[CH:3]=1.[NH2:27][C:28]([CH3:32])([CH3:31])[CH2:29][OH:30].CN(C(ON1N=NC2C=CC=NC1=2)=[N+](C)C)C.F[P-](F)(F)(F)(F)F.CCN(C(C)C)C(C)C, predict the reaction product. (4) The product is: [NH2:23][C:5]1[CH:4]=[CH:3][C:2]([F:1])=[CH:22][C:6]=1[NH:7][C:8]1[S:12][C:11]2[CH:13]=[CH:14][CH:15]=[CH:16][C:10]=2[C:9]=1[C:17]([O:19][CH2:20][CH3:21])=[O:18]. Given the reactants [F:1][C:2]1[CH:3]=[CH:4][C:5]([N+:23]([O-])=O)=[C:6]([CH:22]=1)[NH:7][C:8]1[S:12][C:11]2[CH:13]=[CH:14][CH:15]=[CH:16][C:10]=2[C:9]=1[C:17]([O:19][CH2:20][CH3:21])=[O:18].[H][H], predict the reaction product. (5) Given the reactants [C:1]([C:3]1[CH:8]=[CH:7][C:6](B(O)O)=[CH:5][CH:4]=1)#[N:2].Br[C:13]1[C:14]([CH3:38])=[C:15]([N:19]([CH2:23][C:24]2[CH:36]=[CH:35][C:27]([O:28][CH2:29][C:30]([O:32]CC)=[O:31])=[C:26]([CH3:37])[CH:25]=2)[CH2:20][CH2:21][CH3:22])[CH:16]=[CH:17][CH:18]=1, predict the reaction product. The product is: [C:1]([C:3]1[CH:8]=[CH:7][C:6]([C:13]2[CH:18]=[CH:17][CH:16]=[C:15]([N:19]([CH2:23][C:24]3[CH:36]=[CH:35][C:27]([O:28][CH2:29][C:30]([OH:32])=[O:31])=[C:26]([CH3:37])[CH:25]=3)[CH2:20][CH2:21][CH3:22])[C:14]=2[CH3:38])=[CH:5][CH:4]=1)#[N:2]. (6) The product is: [CH2:1]([N:8]([CH2:15][C:16]1[CH:21]=[CH:20][CH:19]=[CH:18][CH:17]=1)[CH2:9][C@@H:10]([F:14])[C:11]([N:52]([O:53][CH3:23])[CH3:47])=[O:12])[C:2]1[CH:7]=[CH:6][CH:5]=[CH:4][CH:3]=1. Given the reactants [CH2:1]([N:8]([CH2:15][C:16]1[CH:21]=[CH:20][CH:19]=[CH:18][CH:17]=1)[CH2:9][C@@H:10]([F:14])[C:11](O)=[O:12])[C:2]1[CH:7]=[CH:6][CH:5]=[CH:4][CH:3]=1.Cl.[CH3:23]CN=C=NCCCN(C)C.Cl.CCN(C(C)C)C(C)C.C1C=C[C:47]2[N:52]([OH:53])N=NC=2C=1, predict the reaction product. (7) Given the reactants [CH:1]1([CH:7]([O:37][CH3:38])[C:8]2[CH:32]=[CH:31][C:30]([C:33]([F:36])([F:35])[F:34])=[CH:29][C:9]=2[CH2:10][N:11]([CH2:14][C:15]2[CH:20]=[C:19]([C:21]([F:24])([F:23])[F:22])[CH:18]=[C:17]([C:25]([F:28])([F:27])[F:26])[CH:16]=2)[C:12]#[N:13])[CH2:6][CH2:5][CH2:4][CH2:3][CH2:2]1.[N-:39]=[N+:40]=[N-:41].[Na+].O, predict the reaction product. The product is: [CH:1]1([CH:7]([O:37][CH3:38])[C:8]2[CH:32]=[CH:31][C:30]([C:33]([F:34])([F:35])[F:36])=[CH:29][C:9]=2[CH2:10][N:11]([CH2:14][C:15]2[CH:20]=[C:19]([C:21]([F:22])([F:23])[F:24])[CH:18]=[C:17]([C:25]([F:28])([F:27])[F:26])[CH:16]=2)[C:12]2[N:39]=[N:40][NH:41][N:13]=2)[CH2:6][CH2:5][CH2:4][CH2:3][CH2:2]1. (8) Given the reactants [CH3:1][O:2][C:3](=[O:23])[C@H:4]([O:21][CH3:22])[CH:5]([NH2:20])[CH2:6][C:7]1[CH:12]=[CH:11][C:10]([C:13]2[CH:18]=[CH:17][CH:16]=[C:15]([Cl:19])[CH:14]=2)=[CH:9][CH:8]=1.[OH-].[Na+].Cl.O=S(Cl)Cl.[CH3:31]O, predict the reaction product. The product is: [ClH:19].[CH2:1]([O:2][C:3](=[O:23])[C@H:4]([O:21][CH3:22])[CH:5]([NH2:20])[CH2:6][C:7]1[CH:8]=[CH:9][C:10]([C:13]2[CH:18]=[CH:17][CH:16]=[C:15]([Cl:19])[CH:14]=2)=[CH:11][CH:12]=1)[CH3:31]. (9) Given the reactants Cl.[C:2]1([NH:8][C:9]([CH:11]2[CH2:15][CH2:14][NH:13][CH2:12]2)=[O:10])[CH:7]=[CH:6][CH:5]=[CH:4][CH:3]=1.[NH2:16][C:17]1[N:22]=[C:21]([C:23]2[CH:31]=[C:30]3[C:26]([C:27]([NH2:32])=[N:28][NH:29]3)=[CH:25][CH:24]=2)[CH:20]=[C:19](S(C)(=O)=O)[N:18]=1, predict the reaction product. The product is: [NH2:16][C:17]1[N:18]=[C:19]([N:13]2[CH2:14][CH2:15][CH:11]([C:9]([NH:8][C:2]3[CH:3]=[CH:4][CH:5]=[CH:6][CH:7]=3)=[O:10])[CH2:12]2)[CH:20]=[C:21]([C:23]2[CH:31]=[C:30]3[C:26]([C:27]([NH2:32])=[N:28][NH:29]3)=[CH:25][CH:24]=2)[N:22]=1. (10) Given the reactants C([Li:5])CCC.[CH3:6][Si:7]([CH3:21])([CH3:20])[O:8][CH2:9][CH2:10][C:11]1[C:19]2[C:14](=[CH:15][CH:16]=[CH:17][CH:18]=2)[CH2:13][CH:12]=1, predict the reaction product. The product is: [CH3:20][Si:7]([CH3:6])([CH3:21])[O:8][CH2:9][CH2:10][C-:11]1[C:19]2[C:14](=[CH:15][CH:16]=[CH:17][CH:18]=2)[CH:13]=[CH:12]1.[Li+:5].